From a dataset of Reaction yield outcomes from USPTO patents with 853,638 reactions. Predict the reaction yield, written as a fraction of the theoretical maximum amount of product (1.0 means a 100% yield; for example, 0.34 means a 34% yield). (1) The reactants are Br[C:2]1[CH:6]=[CH:5][S:4][CH:3]=1.[S:7]1[CH:11]=[CH:10][C:9](B(O)O)=[CH:8]1.P([O-])([O-])([O-])=O.[K+].[K+].[K+].C(O)CCC. The catalyst is O. The product is [S:4]1[CH:5]=[CH:6][C:2]([C:9]2[CH:10]=[CH:11][S:7][CH:8]=2)=[CH:3]1. The yield is 0.980. (2) The reactants are [C:1]([O:4][C:5]1[CH:10]=[CH:9][C:8]([C:11]2[C:20](=[O:21])[C:19]3[C:14](=[CH:15][C:16]([O:22][C:23](=[O:25])[CH3:24])=[CH:17][CH:18]=3)[O:13][C:12]=2[C:26]2[CH:31]=[CH:30][N:29]=[CH:28][CH:27]=2)=[CH:7][CH:6]=1)(=[O:3])[CH3:2]. The catalyst is C(OCC)(=O)C.O.[Pt](=O)=O. The product is [C:1]([O:4][C:5]1[CH:6]=[CH:7][C:8]([CH:11]2[CH:20]([OH:21])[C:19]3[C:14](=[CH:15][C:16]([O:22][C:23](=[O:25])[CH3:24])=[CH:17][CH:18]=3)[O:13][CH:12]2[C:26]2[CH:31]=[CH:30][N:29]=[CH:28][CH:27]=2)=[CH:9][CH:10]=1)(=[O:3])[CH3:2]. The yield is 0.430. (3) The product is [CH:18]1([C:16]([NH:15][C:13]2[N:14]=[C:9]3[CH:8]=[CH:7][C:6]([O:5][C:4]4[CH:21]=[CH:22][C:23]([F:24])=[C:2]([NH:1][C:32]([C:27]5[C:26]([CH3:25])=[CH:31][CH:30]=[CH:29][N:28]=5)=[O:33])[CH:3]=4)=[N:11][N:10]3[CH:12]=2)=[O:17])[CH2:20][CH2:19]1. The yield is 0.470. The reactants are [NH2:1][C:2]1[CH:3]=[C:4]([CH:21]=[CH:22][C:23]=1[F:24])[O:5][C:6]1[CH:7]=[CH:8][C:9]2[N:10]([CH:12]=[C:13]([NH:15][C:16]([CH:18]3[CH2:20][CH2:19]3)=[O:17])[N:14]=2)[N:11]=1.[CH3:25][C:26]1[C:27]([C:32](O)=[O:33])=[N:28][CH:29]=[CH:30][CH:31]=1.Cl.CN(C)CCCN=C=NCC.ON1C2C=CC=CC=2N=N1.C(N(CC)CC)C. The catalyst is CN(C)C=O. (4) The reactants are [Br:1][C:2]1[CH:3]=[CH:4][C:5]([F:22])=[C:6]([CH2:8][CH2:9][CH2:10]OS(C2C=CC(C)=CC=2)(=O)=O)[CH:7]=1.[C-:23]#[N:24].[Na+]. The catalyst is CS(C)=O. The product is [Br:1][C:2]1[CH:3]=[CH:4][C:5]([F:22])=[C:6]([CH2:8][CH2:9][CH2:10][C:23]#[N:24])[CH:7]=1. The yield is 0.990. (5) The yield is 0.740. No catalyst specified. The reactants are [F:1][C:2]1[CH:11]=[C:10]2[C:5]([CH:6]=[CH:7][C:8]([CH3:12])=[N:9]2)=[C:4]([N:13]2[CH2:18][CH2:17][NH:16][CH2:15][CH2:14]2)[CH:3]=1.Cl[CH2:20][C:21]([C:23]1[CH:24]=[C:25]([F:34])[C:26]2[O:31][CH2:30][C:29](=[O:32])[NH:28][C:27]=2[CH:33]=1)=[O:22]. The product is [F:34][C:25]1[C:26]2[O:31][CH2:30][C:29](=[O:32])[NH:28][C:27]=2[CH:33]=[C:23]([C:21](=[O:22])[CH2:20][N:16]2[CH2:15][CH2:14][N:13]([C:4]3[CH:3]=[C:2]([F:1])[CH:11]=[C:10]4[C:5]=3[CH:6]=[CH:7][C:8]([CH3:12])=[N:9]4)[CH2:18][CH2:17]2)[CH:24]=1.